This data is from Catalyst prediction with 721,799 reactions and 888 catalyst types from USPTO. The task is: Predict which catalyst facilitates the given reaction. Reactant: C(N([CH:11]1[CH2:16][CH2:15][CH2:14][CH:13]([C:17]2[C:25]3[C:20](=[CH:21][CH:22]=[C:23]([NH:26][C:27]([C:29]4[S:30][CH:31]=[CH:32][CH:33]=4)=N)[CH:24]=3)[NH:19][CH:18]=2)[CH2:12]1)C(=O)OC(C)(C)C)C.[C:34](O)([C:36](F)(F)F)=O.[NH4+:41].[OH-:42]. Product: [CH2:34]([NH:41][CH:15]1[CH2:16][CH2:11][CH2:12][CH:13]([C:17]2[C:25]3[C:20](=[CH:21][CH:22]=[C:23]([NH:26][C:27]([C:29]4[S:30][CH:31]=[CH:32][CH:33]=4)=[O:42])[CH:24]=3)[NH:19][CH:18]=2)[CH2:14]1)[CH3:36]. The catalyst class is: 4.